Dataset: Forward reaction prediction with 1.9M reactions from USPTO patents (1976-2016). Task: Predict the product of the given reaction. (1) Given the reactants [F:1][C:2]1[CH:7]=[CH:6][C:5]([CH2:8][N:9]2[C:24]3[CH2:23][N:22]4[CH:18]([C:19](=[O:35])[N:20]([CH2:26][CH2:27][C:28]([O:30]C(C)(C)C)=[O:29])[C:21]4=[O:25])[C:17]([CH3:37])([CH3:36])[C:16]=3[C:15]3[CH:14]=[CH:13][CH:12]=[N:11][C:10]2=3)=[CH:4][CH:3]=1, predict the reaction product. The product is: [F:1][C:2]1[CH:7]=[CH:6][C:5]([CH2:8][N:9]2[C:24]3[CH2:23][N:22]4[CH:18]([C:19](=[O:35])[N:20]([CH2:26][CH2:27][C:28]([OH:30])=[O:29])[C:21]4=[O:25])[C:17]([CH3:37])([CH3:36])[C:16]=3[C:15]3[CH:14]=[CH:13][CH:12]=[N:11][C:10]2=3)=[CH:4][CH:3]=1. (2) Given the reactants Br[C:2]1[CH:3]=[CH:4][C:5]([N:8]2[CH:12]=[N:11][N:10]=[N:9]2)=[N:6][CH:7]=1.[B:13]1([B:13]2[O:17][C:16]([CH3:19])([CH3:18])[C:15]([CH3:21])([CH3:20])[O:14]2)[O:17][C:16]([CH3:19])([CH3:18])[C:15]([CH3:21])([CH3:20])[O:14]1.CC([O-])=O.[K+], predict the reaction product. The product is: [CH3:20][C:15]1([CH3:21])[C:16]([CH3:19])([CH3:18])[O:17][B:13]([C:2]2[CH:3]=[CH:4][C:5]([N:8]3[CH:12]=[N:11][N:10]=[N:9]3)=[N:6][CH:7]=2)[O:14]1. (3) Given the reactants [NH:1]1[C:9]2[C:4](=[CH:5][CH:6]=[CH:7][CH:8]=2)[C:3]([CH:10]=[O:11])=[CH:2]1.[H-].[Na+].Br[CH2:15][CH2:16][CH2:17][NH:18][C:19](=[O:25])[O:20][C:21]([CH3:24])([CH3:23])[CH3:22], predict the reaction product. The product is: [C:21]([O:20][C:19](=[O:25])[NH:18][CH2:17][CH2:16][CH2:15][N:1]1[C:9]2[C:4](=[CH:5][CH:6]=[CH:7][CH:8]=2)[C:3]([CH:10]=[O:11])=[CH:2]1)([CH3:24])([CH3:23])[CH3:22]. (4) The product is: [CH2:2]([C:3]1[CH:4]=[CH:5][C:6]2=[N:10][C:9](=[O:11])[N:8]=[C:7]2[CH:12]=1)[CH2:24][CH2:23][CH2:22][CH2:21][CH2:20][CH2:19][CH2:18][CH2:17][CH2:16][CH2:15][CH3:14]. Given the reactants [Na].[CH3:2][C:3]1[CH:4]=[CH:5][C:6]2[NH:10][C:9](=[O:11])[NH:8][C:7]=2[CH:12]=1.Br[CH2:14][CH2:15][CH2:16][CH2:17][CH2:18][CH2:19][CH2:20][CH2:21][CH2:22][CH2:23][CH2:24]C.CN(C)C=O, predict the reaction product. (5) The product is: [CH3:24][N:25]1[CH:29]=[C:28]([C:2]2[CH:3]=[CH:4][C:5]3[N:6]([C:8]([C@@H:11]([O:13][C:14]4[C:15]5[O:23][CH:22]=[CH:21][C:16]=5[CH:17]=[N:18][C:19]=4[NH2:20])[CH3:12])=[N:9][N:10]=3)[N:7]=2)[CH:27]=[N:26]1. Given the reactants Cl[C:2]1[CH:3]=[CH:4][C:5]2[N:6]([C:8]([C@@H:11]([O:13][C:14]3[C:15]4[O:23][CH:22]=[CH:21][C:16]=4[CH:17]=[N:18][C:19]=3[NH2:20])[CH3:12])=[N:9][N:10]=2)[N:7]=1.[CH3:24][N:25]1[CH:29]=[C:28](B2OC(C)(C)C(C)(C)O2)[CH:27]=[N:26]1.C(=O)([O-])[O-].[K+].[K+].O1CCOCC1, predict the reaction product. (6) The product is: [CH:1]1([CH2:6][C@H:7]([N:11]2[CH2:19][C:18]3[C:13](=[CH:14][CH:15]=[CH:16][C:17]=3[C:20]([F:22])([F:21])[F:23])[C:12]2=[O:24])[C:8]([NH:37][C:32]2[CH:33]=[N:34][CH:35]=[CH:36][N:31]=2)=[O:9])[CH2:5][CH2:4][CH2:3][CH2:2]1. Given the reactants [CH:1]1([CH2:6][C@H:7]([N:11]2[CH2:19][C:18]3[C:13](=[CH:14][CH:15]=[CH:16][C:17]=3[C:20]([F:23])([F:22])[F:21])[C:12]2=[O:24])[C:8](O)=[O:9])[CH2:5][CH2:4][CH2:3][CH2:2]1.C(Cl)(=O)C(Cl)=O.[N:31]1[CH:36]=[CH:35][N:34]=[CH:33][C:32]=1[NH2:37].N1C(C)=CC=CC=1C, predict the reaction product. (7) Given the reactants [CH3:1][O:2][C:3]([C:5]1([NH:11][C:12]([C:14]2[CH:19]=[CH:18][C:17]([CH2:20]Cl)=[CH:16][CH:15]=2)=[O:13])[CH2:10][CH2:9][CH2:8][CH2:7][CH2:6]1)=[O:4].[CH3:22][NH:23][CH3:24], predict the reaction product. The product is: [CH3:1][O:2][C:3]([C:5]1([NH:11][C:12]([C:14]2[CH:19]=[CH:18][C:17]([CH2:20][N:23]([CH3:24])[CH3:22])=[CH:16][CH:15]=2)=[O:13])[CH2:10][CH2:9][CH2:8][CH2:7][CH2:6]1)=[O:4]. (8) Given the reactants [NH2:1][CH2:2][CH2:3][NH:4][C@@H:5]([C@@H:13]([CH3:16])[CH2:14][CH3:15])[C:6]([O:8]C(C)(C)C)=[O:7].[N:17]1[C:26]2[C:21](=[CH:22][CH:23]=[CH:24][CH:25]=2)[C:20]([CH:27]=O)=[CH:19][CH:18]=1.[BH4-].[Na+].[N+](C1C=C[C:37]([O:40]C(=O)OC2C=CC([N+]([O-])=O)=CC=2)=CC=1)([O-])=O.[F:53][C:54]([F:59])([F:58])[C:55]([OH:57])=[O:56], predict the reaction product. The product is: [F:53][C:54]([F:59])([F:58])[C:55]([OH:57])=[O:56].[CH3:16][C@@H:13]([CH2:14][CH3:15])[C@H:5]([N:4]1[CH2:3][CH2:2][N:1]([CH2:27][C:20]2[C:21]3[C:26](=[CH:25][CH:24]=[CH:23][CH:22]=3)[N:17]=[CH:18][CH:19]=2)[C:37]1=[O:40])[C:6]([OH:8])=[O:7].